From a dataset of NCI-60 drug combinations with 297,098 pairs across 59 cell lines. Regression. Given two drug SMILES strings and cell line genomic features, predict the synergy score measuring deviation from expected non-interaction effect. (1) Drug 1: COC1=NC(=NC2=C1N=CN2C3C(C(C(O3)CO)O)O)N. Drug 2: CCN(CC)CCCC(C)NC1=C2C=C(C=CC2=NC3=C1C=CC(=C3)Cl)OC. Cell line: HL-60(TB). Synergy scores: CSS=14.9, Synergy_ZIP=-4.83, Synergy_Bliss=1.22, Synergy_Loewe=1.50, Synergy_HSA=3.46. (2) Drug 1: CC1=C(C(=CC=C1)Cl)NC(=O)C2=CN=C(S2)NC3=CC(=NC(=N3)C)N4CCN(CC4)CCO. Drug 2: CC1C(C(CC(O1)OC2CC(OC(C2O)C)OC3=CC4=CC5=C(C(=O)C(C(C5)C(C(=O)C(C(C)O)O)OC)OC6CC(C(C(O6)C)O)OC7CC(C(C(O7)C)O)OC8CC(C(C(O8)C)O)(C)O)C(=C4C(=C3C)O)O)O)O. Cell line: OVCAR-5. Synergy scores: CSS=18.5, Synergy_ZIP=-3.20, Synergy_Bliss=0.623, Synergy_Loewe=-7.61, Synergy_HSA=1.63. (3) Drug 1: COC1=C(C=C2C(=C1)N=CN=C2NC3=CC(=C(C=C3)F)Cl)OCCCN4CCOCC4. Drug 2: C1=CC(=C2C(=C1NCCNCCO)C(=O)C3=C(C=CC(=C3C2=O)O)O)NCCNCCO. Cell line: HS 578T. Synergy scores: CSS=48.2, Synergy_ZIP=8.91, Synergy_Bliss=11.1, Synergy_Loewe=4.25, Synergy_HSA=15.5. (4) Drug 1: C1CCN(CC1)CCOC2=CC=C(C=C2)C(=O)C3=C(SC4=C3C=CC(=C4)O)C5=CC=C(C=C5)O. Drug 2: C(=O)(N)NO. Cell line: MOLT-4. Synergy scores: CSS=10.7, Synergy_ZIP=-3.60, Synergy_Bliss=-3.70, Synergy_Loewe=-5.24, Synergy_HSA=-5.01. (5) Drug 1: CN(C(=O)NC(C=O)C(C(C(CO)O)O)O)N=O. Drug 2: CC1=C(C(=O)C2=C(C1=O)N3CC4C(C3(C2COC(=O)N)OC)N4)N. Cell line: SR. Synergy scores: CSS=57.2, Synergy_ZIP=-0.410, Synergy_Bliss=-0.750, Synergy_Loewe=-7.82, Synergy_HSA=0.0776. (6) Drug 1: CS(=O)(=O)C1=CC(=C(C=C1)C(=O)NC2=CC(=C(C=C2)Cl)C3=CC=CC=N3)Cl. Drug 2: CCC1(CC2CC(C3=C(CCN(C2)C1)C4=CC=CC=C4N3)(C5=C(C=C6C(=C5)C78CCN9C7C(C=CC9)(C(C(C8N6C=O)(C(=O)OC)O)OC(=O)C)CC)OC)C(=O)OC)O.OS(=O)(=O)O. Cell line: ACHN. Synergy scores: CSS=25.5, Synergy_ZIP=7.40, Synergy_Bliss=10.1, Synergy_Loewe=-72.9, Synergy_HSA=8.36.